This data is from Full USPTO retrosynthesis dataset with 1.9M reactions from patents (1976-2016). The task is: Predict the reactants needed to synthesize the given product. (1) Given the product [CH3:45][C@:16]12[C@@:15]3([CH3:46])[CH:24]([C@:25]4([CH3:28])[C@@H:12]([CH2:13][CH2:14]3)[C:11]([CH3:47])([CH3:48])[C:10]([C:7]3[CH:8]=[CH:9][C:4]([C:2](=[O:3])[NH:53][S:50]([CH3:49])(=[O:52])=[O:51])=[CH:5][CH:6]=3)=[CH:27][CH2:26]4)[CH2:23][CH2:22][C@@H:21]1[C@H:20]1[C@H:29]([C:32]([CH3:34])=[CH2:33])[CH2:30][CH2:31][C@:19]1([C:35]([OH:37])=[O:36])[CH2:18][CH2:17]2, predict the reactants needed to synthesize it. The reactants are: Cl[C:2]([C:4]1[CH:9]=[CH:8][C:7]([C:10]2[C:11]([CH3:48])([CH3:47])[C@H:12]3[C@:25]([CH3:28])([CH2:26][CH:27]=2)[CH:24]2[C@:15]([CH3:46])([C@@:16]4([CH3:45])[C@H:21]([CH2:22][CH2:23]2)[C@H:20]2[C@H:29]([C:32]([CH3:34])=[CH2:33])[CH2:30][CH2:31][C@:19]2([C:35]([O:37]CC2C=CC=CC=2)=[O:36])[CH2:18][CH2:17]4)[CH2:14][CH2:13]3)=[CH:6][CH:5]=1)=[O:3].[CH3:49][S:50]([NH2:53])(=[O:52])=[O:51]. (2) Given the product [CH3:44][C:37]([NH:36][C:34]1[CH:33]=[CH:32][N:31]=[C:30]([C:12]2[C:13]3[C:14](=[N:15][CH:16]=[CH:17][CH:18]=3)[N:10]([S:7]([C:4]3[CH:5]=[CH:6][C:1]([CH3:28])=[CH:2][CH:3]=3)(=[O:9])=[O:8])[CH:11]=2)[N:35]=1)([CH2:42][CH3:43])[C:38]([O:40][CH3:41])=[O:39], predict the reactants needed to synthesize it. The reactants are: [C:1]1([CH3:28])[CH:6]=[CH:5][C:4]([S:7]([N:10]2[C:14]3=[N:15][CH:16]=[CH:17][CH:18]=[C:13]3[C:12](B3OC(C)(C)C(C)(C)O3)=[CH:11]2)(=[O:9])=[O:8])=[CH:3][CH:2]=1.Cl[C:30]1[N:35]=[C:34]([NH:36][C:37]([CH3:44])([CH2:42][CH3:43])[C:38]([O:40][CH3:41])=[O:39])[CH:33]=[CH:32][N:31]=1.C(=O)([O-])[O-].[Na+].[Na+]. (3) Given the product [F:32][CH2:31][CH2:30][O:29][C:16]1[CH:17]=[C:18]([C:21]([N:23]2[CH2:24][CH2:25][O:26][CH2:27][CH2:28]2)=[O:22])[CH:19]=[CH:20][C:15]=1[NH:14][C:2]1[N:7]=[C:6]([NH:8][CH3:9])[C:5]([C:10]([F:13])([F:12])[F:11])=[CH:4][N:3]=1, predict the reactants needed to synthesize it. The reactants are: Cl[C:2]1[N:7]=[C:6]([NH:8][CH3:9])[C:5]([C:10]([F:13])([F:12])[F:11])=[CH:4][N:3]=1.[NH2:14][C:15]1[CH:20]=[CH:19][C:18]([C:21]([N:23]2[CH2:28][CH2:27][O:26][CH2:25][CH2:24]2)=[O:22])=[CH:17][C:16]=1[O:29][CH2:30][CH2:31][F:32].FC(F)(F)C(O)=O. (4) Given the product [CH3:26][C:27]1[CH:34]=[C:33]([CH3:35])[CH:32]=[CH:31][C:28]=1[CH:29]=[CH:6][CH2:5][C:2]([OH:4])=[O:3], predict the reactants needed to synthesize it. The reactants are: [Br-].[C:2]([CH2:5][CH2:6][P+](C1C=CC=CC=1)(C1C=CC=CC=1)C1C=CC=CC=1)([OH:4])=[O:3].[CH3:26][C:27]1[CH:34]=[C:33]([CH3:35])[CH:32]=[CH:31][C:28]=1[CH:29]=O.CC(C)([O-])C.[K+].O. (5) Given the product [CH:22]([N:21]([CH:25]([CH3:26])[CH3:27])[CH2:20][CH2:19][C@@H:18]([C:13]1[CH:12]=[C:11]([CH2:10][CH2:9][O:8][C:7]2[CH:6]=[CH:5][C:4]([CH2:3][CH2:2][NH:1][C:40](=[O:41])[C:39]3[CH:43]=[CH:44][CH:45]=[C:37]([OH:36])[CH:38]=3)=[CH:35][CH:34]=2)[CH:16]=[CH:15][C:14]=1[OH:17])[C:28]1[CH:29]=[CH:30][CH:31]=[CH:32][CH:33]=1)([CH3:24])[CH3:23], predict the reactants needed to synthesize it. The reactants are: [NH2:1][CH2:2][CH2:3][C:4]1[CH:35]=[CH:34][C:7]([O:8][CH2:9][CH2:10][C:11]2[CH:16]=[CH:15][C:14]([OH:17])=[C:13]([C@@H:18]([C:28]3[CH:33]=[CH:32][CH:31]=[CH:30][CH:29]=3)[CH2:19][CH2:20][N:21]([CH:25]([CH3:27])[CH3:26])[CH:22]([CH3:24])[CH3:23])[CH:12]=2)=[CH:6][CH:5]=1.[OH:36][C:37]1[CH:38]=[C:39]([CH:43]=[CH:44][CH:45]=1)[C:40](O)=[O:41]. (6) The reactants are: [Cl:1][C:2]1[CH:10]=[CH:9][CH:8]=[CH:7][C:3]=1[C:4](Cl)=[O:5].[CH2:11]([NH:18][C:19]([C:21]1[S:25][C:24]([NH2:26])=[N:23][C:22]=1[CH3:27])=[O:20])[C:12]1[CH:17]=[CH:16][CH:15]=[CH:14][CH:13]=1. Given the product [CH2:11]([NH:18][C:19]([C:21]1[S:25][C:24]([NH:26][C:4](=[O:5])[C:3]2[CH:7]=[CH:8][CH:9]=[CH:10][C:2]=2[Cl:1])=[N:23][C:22]=1[CH3:27])=[O:20])[C:12]1[CH:17]=[CH:16][CH:15]=[CH:14][CH:13]=1, predict the reactants needed to synthesize it. (7) Given the product [I-:11].[CH3:1][C:2]1[S:3][C:4]2[CH:10]=[CH:9][CH:8]=[CH:7][C:5]=2[N+:6]=1[CH3:12], predict the reactants needed to synthesize it. The reactants are: [CH3:1][C:2]1[S:3][C:4]2[CH:10]=[CH:9][CH:8]=[CH:7][C:5]=2[N:6]=1.[I:11][CH3:12]. (8) Given the product [CH3:20][N:16]1[C:17](=[O:19])[C:18]2=[C:10]([S:9][CH2:8][CH2:7][CH2:6][C:37]#[N:38])[N:11]([CH2:26][C:27]3[C:36]4[C:31](=[CH:32][CH:33]=[CH:34][CH:35]=4)[CH:30]=[CH:29][CH:28]=3)[CH:12]=[C:13]2[N:14]([CH2:22][CH:23]([CH3:24])[CH3:25])[C:15]1=[O:21], predict the reactants needed to synthesize it. The reactants are: CS(O[CH2:6][CH2:7][CH2:8][S:9][C:10]1[N:11]([CH2:26][C:27]2[C:36]3[C:31](=[CH:32][CH:33]=[CH:34][CH:35]=3)[CH:30]=[CH:29][CH:28]=2)[CH:12]=[C:13]2[C:18]=1[C:17](=[O:19])[N:16]([CH3:20])[C:15](=[O:21])[N:14]2[CH2:22][CH:23]([CH3:25])[CH3:24])(=O)=O.[C-:37]#[N:38].[Na+]. (9) Given the product [CH3:1][O:2][C:3](=[O:33])[CH:4]([N:13]1[C:19](=[O:20])[CH2:18][CH2:17][N:16]([C:21](=[O:32])/[CH:22]=[CH:23]/[C:24]2[CH:29]=[CH:28][C:27]([Cl:30])=[C:26]([Cl:31])[CH:25]=2)[CH2:15][CH2:14]1)[CH2:5][C:6]([OH:8])=[O:7], predict the reactants needed to synthesize it. The reactants are: [CH3:1][O:2][C:3](=[O:33])[CH:4]([N:13]1[C:19](=[O:20])[CH2:18][CH2:17][N:16]([C:21](=[O:32])/[CH:22]=[CH:23]/[C:24]2[CH:29]=[CH:28][C:27]([Cl:30])=[C:26]([Cl:31])[CH:25]=2)[CH2:15][CH2:14]1)[CH2:5][C:6]([O:8]C(C)(C)C)=[O:7].Cl. (10) Given the product [CH3:1][C:2]([CH2:5][S:6][C:7]1[CH:12]=[CH:11][CH:10]=[CH:9][CH:8]=1)([CH2:13]/[CH:14]=[CH:15]/[CH2:16][CH3:17])[CH:3]=[O:4], predict the reactants needed to synthesize it. The reactants are: [CH3:1][CH:2]([CH2:5][S:6][C:7]1[CH:12]=[CH:11][CH:10]=[CH:9][CH:8]=1)[CH:3]=[O:4].[CH2:13]=[CH:14][CH:15](O)[CH2:16][CH3:17].C1(C)C=CC(S(O)(=O)=O)=CC=1.